Dataset: Reaction yield outcomes from USPTO patents with 853,638 reactions. Task: Predict the reaction yield, written as a fraction of the theoretical maximum amount of product (1.0 means a 100% yield; for example, 0.34 means a 34% yield). (1) The reactants are [Cl:1][C:2]1[C:3]([C:9]([OH:11])=O)=[N:4][C:5]([Cl:8])=[CH:6][CH:7]=1.[CH:12]1[N:16]=[C:15]([NH2:17])[S:14][CH:13]=1.O.ON1C2C=CC=CC=2N=N1.Cl.CN(C)CCCN=C=NCC. The catalyst is C(Cl)(Cl)Cl. The product is [Cl:1][C:2]1[C:3]([C:9]([NH:17][C:15]2[S:14][CH:13]=[CH:12][N:16]=2)=[O:11])=[N:4][C:5]([Cl:8])=[CH:6][CH:7]=1. The yield is 0.640. (2) The reactants are [Cl:1][C:2]1[CH:7]=[C:6](/[CH:8]=[CH:9]/[CH:10]([C:15]2[CH:20]=[C:19]([Cl:21])[C:18]([Cl:22])=[C:17]([Cl:23])[CH:16]=2)[C:11]([F:14])([F:13])[F:12])[CH:5]=[CH:4][C:3]=1[CH2:24][NH2:25].[CH3:26][N:27]([CH3:31])[C:28](Cl)=[O:29]. The catalyst is C(Cl)Cl. The product is [Cl:1][C:2]1[CH:7]=[C:6](/[CH:8]=[CH:9]/[CH:10]([C:15]2[CH:20]=[C:19]([Cl:21])[C:18]([Cl:22])=[C:17]([Cl:23])[CH:16]=2)[C:11]([F:14])([F:13])[F:12])[CH:5]=[CH:4][C:3]=1[CH2:24][NH:25][C:28](=[O:29])[N:27]([CH3:31])[CH3:26]. The yield is 0.600. (3) The yield is 0.810. The product is [O:52]1[CH2:53][CH2:54][N:49]([C:12](=[O:14])/[CH:11]=[CH:10]/[C:4]2[C:5]([CH3:8])([CH3:9])[CH2:6][CH2:7][C:2]([CH3:1])([CH3:15])[CH:3]=2)[CH2:50][CH2:51]1. The catalyst is CN(C=O)C. The reactants are [CH3:1][C:2]1([CH3:15])[CH2:7][CH2:6][C:5]([CH3:9])([CH3:8])[C:4](/[CH:10]=[CH:11]/[C:12]([OH:14])=O)=[CH:3]1.CN(C(ON1N=NC2C=CC=NC1=2)=[N+](C)C)C.F[P-](F)(F)(F)(F)F.C(N(C(C)C)CC)(C)C.[NH:49]1[CH2:54][CH2:53][O:52][CH2:51][CH2:50]1.